Dataset: Peptide-MHC class I binding affinity with 185,985 pairs from IEDB/IMGT. Task: Regression. Given a peptide amino acid sequence and an MHC pseudo amino acid sequence, predict their binding affinity value. This is MHC class I binding data. (1) The peptide sequence is LEHGLYPQL. The MHC is HLA-A02:03 with pseudo-sequence HLA-A02:03. The binding affinity (normalized) is 0.0847. (2) The peptide sequence is LPNPAFIHI. The MHC is H-2-Dd with pseudo-sequence H-2-Dd. The binding affinity (normalized) is 0.0565. (3) The peptide sequence is LKLRDVYTQL. The MHC is HLA-B08:01 with pseudo-sequence HLA-B08:01. The binding affinity (normalized) is 0.390.